This data is from Forward reaction prediction with 1.9M reactions from USPTO patents (1976-2016). The task is: Predict the product of the given reaction. (1) Given the reactants [F:1][C:2]1[CH:9]=[C:8]([OH:10])[CH:7]=[CH:6][C:3]=1[C:4]#[N:5].[OH-].[Na+].Cl[C:14]([F:19])([F:18])C([O-])=O.[Na+], predict the reaction product. The product is: [F:18][CH:14]([F:19])[O:10][C:8]1[CH:7]=[CH:6][C:3]([C:4]#[N:5])=[C:2]([F:1])[CH:9]=1. (2) The product is: [CH:12]([OH:46])=[O:53].[C:1]([C:5]1[CH:6]=[C:7]([NH:11][C:12]([NH:13][C@@H:14]2[C:23]3[C:18](=[CH:19][CH:20]=[CH:21][CH:22]=3)[C@H:17]([O:24][C:25]3[CH:26]=[CH:27][C:28]4[N:29]([C:31]([N:34]5[CH2:39][CH2:38][CH:37]([CH2:40][N:48]([CH3:49])[CH3:47])[CH2:36][CH2:35]5)=[N:32][N:33]=4)[CH:30]=3)[CH2:16][CH2:15]2)=[O:46])[N:8]([CH3:10])[N:9]=1)([CH3:3])([CH3:4])[CH3:2]. Given the reactants [C:1]([C:5]1[CH:6]=[C:7]([NH:11][C:12](=[O:46])[NH:13][C@@H:14]2[C:23]3[C:18](=[CH:19][CH:20]=[CH:21][CH:22]=3)[C@H:17]([O:24][C:25]3[CH:26]=[CH:27][C:28]4[N:29]([C:31]([N:34]5[CH2:39][CH2:38][CH:37]([CH2:40]OS(C)(=O)=O)[CH2:36][CH2:35]5)=[N:32][N:33]=4)[CH:30]=3)[CH2:16][CH2:15]2)[N:8]([CH3:10])[N:9]=1)([CH3:4])([CH3:3])[CH3:2].[CH3:47][NH:48][CH3:49].C1C[O:53]CC1, predict the reaction product.